Dataset: Forward reaction prediction with 1.9M reactions from USPTO patents (1976-2016). Task: Predict the product of the given reaction. (1) Given the reactants Br[C:2]1[C:15]2[N:14]3[C:16]([CH2:19][CH2:20]Cl)=[CH:17][N:18]=[C:13]3[C:12]3[CH:11]=[C:10]([O:22][CH3:23])[CH:9]=[CH:8][C:7]=3[C:6]=2[CH:5]=[C:4]([O:24][Si:25]([CH:32]([CH3:34])[CH3:33])([CH:29]([CH3:31])[CH3:30])[CH:26]([CH3:28])[CH3:27])[CH:3]=1.C([Mg]Cl)(C)C, predict the reaction product. The product is: [CH3:23][O:22][C:10]1[CH:9]=[CH:8][C:7]2[C:6]3[C:15]4[N:14]5[C:13](=[N:18][CH:17]=[C:16]5[CH2:19][CH2:20][C:2]=4[CH:3]=[C:4]([O:24][Si:25]([CH:26]([CH3:27])[CH3:28])([CH:32]([CH3:34])[CH3:33])[CH:29]([CH3:30])[CH3:31])[CH:5]=3)[C:12]=2[CH:11]=1. (2) Given the reactants [CH2:1]([C:4]1[CH:9]=[CH:8][C:7]([O:10][CH3:11])=[CH:6][CH:5]=1)[CH:2]=[CH2:3].ClC1C=C(C=CC=1)C(OO)=[O:17], predict the reaction product. The product is: [CH3:11][O:10][C:7]1[CH:8]=[CH:9][C:4]([CH2:1][CH:2]2[CH2:3][O:17]2)=[CH:5][CH:6]=1. (3) Given the reactants C([O:3][C:4](=[O:18])[CH:5]=[CH:6][C:7]([CH3:17])=[CH:8][C:9]1[CH:14]=[CH:13][C:12]([Cl:15])=[CH:11][C:10]=1[Cl:16])C.[OH-].[Na+], predict the reaction product. The product is: [Cl:16][C:10]1[CH:11]=[C:12]([Cl:15])[CH:13]=[CH:14][C:9]=1[CH:8]=[C:7]([CH3:17])[CH:6]=[CH:5][C:4]([OH:18])=[O:3]. (4) Given the reactants [F:1][C:2]1[CH:7]=[CH:6][C:5]([C:8]2[S:18][C:11]3[N:12]=[C:13]([CH3:17])[NH:14][C:15](=O)[C:10]=3[CH:9]=2)=[CH:4][CH:3]=1.F[P-](F)(F)(F)(F)F.N1(O[P+](N(C)C)(N(C)C)N(C)C)C2C=CC=CC=2N=N1.C1CCN2C(=NCCC2)CC1.[Cl:57][C:58]1[CH:73]=[CH:72][C:61]([O:62][CH2:63][C:64]([N:66]2[CH2:71][CH2:70][NH:69][CH2:68][CH2:67]2)=[O:65])=[CH:60][CH:59]=1, predict the reaction product. The product is: [Cl:57][C:58]1[CH:59]=[CH:60][C:61]([O:62][CH2:63][C:64]([N:66]2[CH2:71][CH2:70][N:69]([C:15]3[C:10]4[CH:9]=[C:8]([C:5]5[CH:6]=[CH:7][C:2]([F:1])=[CH:3][CH:4]=5)[S:18][C:11]=4[N:12]=[C:13]([CH3:17])[N:14]=3)[CH2:68][CH2:67]2)=[O:65])=[CH:72][CH:73]=1. (5) Given the reactants [Cl:1][C:2]1[CH:3]=[CH:4][C:5]2[CH2:11][O:10][C:9]3[CH:12]=[CH:13][CH:14]=[CH:15][C:8]=3[N:7]([CH2:16][C@H:17]3[CH2:21][CH2:20][CH2:19][N:18]3[CH2:22][CH2:23][C:24]3[CH:29]=[CH:28][C:27]([N:30]([CH3:32])[CH3:31])=[CH:26][CH:25]=3)[C:6]=2[CH:33]=1.[ClH:34].CC(O)C, predict the reaction product. The product is: [ClH:1].[ClH:34].[Cl:1][C:2]1[CH:3]=[CH:4][C:5]2[CH2:11][O:10][C:9]3[CH:12]=[CH:13][CH:14]=[CH:15][C:8]=3[N:7]([CH2:16][C@H:17]3[CH2:21][CH2:20][CH2:19][N:18]3[CH2:22][CH2:23][C:24]3[CH:25]=[CH:26][C:27]([N:30]([CH3:32])[CH3:31])=[CH:28][CH:29]=3)[C:6]=2[CH:33]=1. (6) Given the reactants C[C:2]1[C:3](Cl)=[N:4][C:5]([Cl:11])=[C:6]([CH:10]=1)[C:7]([OH:9])=O.[Cl:13][C:14]1[CH:22]=[CH:21][C:17]([CH2:18][CH2:19][NH2:20])=[CH:16][CH:15]=1.[C:23]([N:30]1[CH2:35][CH2:34][NH:33][CH2:32][CH2:31]1)([O:25][C:26]([CH3:29])([CH3:28])[CH3:27])=[O:24], predict the reaction product. The product is: [C:26]([O:25][C:23]([N:30]1[CH2:35][CH2:34][N:33]([C:3]2[CH:2]=[CH:10][C:6]([C:7](=[O:9])[NH:20][CH2:19][CH2:18][C:17]3[CH:21]=[CH:22][C:14]([Cl:13])=[CH:15][CH:16]=3)=[C:5]([Cl:11])[N:4]=2)[CH2:32][CH2:31]1)=[O:24])([CH3:29])([CH3:27])[CH3:28]. (7) Given the reactants Cl[C:2]1[C:11]2[C:6](=[N:7][CH:8]=[CH:9][CH:10]=2)[N:5]=[C:4]([C:12]2[CH:17]=[CH:16][CH:15]=[C:14]([F:18])[CH:13]=2)[C:3]=1[CH3:19].[O:20]1[CH2:25][CH2:24][N:23]([C:26]2[CH:27]=[C:28]3[NH:34][CH2:33][C:32]4([CH2:39][CH2:38][O:37][CH2:36][CH2:35]4)[C:29]3=[N:30][CH:31]=2)[CH2:22][CH2:21]1.CC(C)([O-])C.[Na+], predict the reaction product. The product is: [F:18][C:14]1[CH:13]=[C:12]([C:4]2[C:3]([CH3:19])=[C:2]([N:34]3[C:28]4[C:29](=[N:30][CH:31]=[C:26]([N:23]5[CH2:24][CH2:25][O:20][CH2:21][CH2:22]5)[CH:27]=4)[C:32]4([CH2:39][CH2:38][O:37][CH2:36][CH2:35]4)[CH2:33]3)[C:11]3[C:6](=[N:7][CH:8]=[CH:9][CH:10]=3)[N:5]=2)[CH:17]=[CH:16][CH:15]=1. (8) Given the reactants CO[C:3](=[O:35])[C:4]1[CH:9]=[C:8]([Cl:10])[C:7]([N:11]([CH3:13])[CH3:12])=[CH:6][C:5]=1[O:14][CH2:15][CH2:16][CH2:17][N:18]1[CH2:23][CH2:22][C:21]([CH2:25][C:26]2[CH:31]=[CH:30][C:29]([F:32])=[CH:28][CH:27]=2)([OH:24])[C:20]([CH3:34])([CH3:33])[CH2:19]1.CCOC(C1C[N:45](C(OC(C)(C)C)=O)[C:44]2C=C(Cl)C(N(C)C)=CC=2O1)=O.CO[C:64](=[O:95])[C:65]1[CH:70]=[C:69]([Cl:71])[C:68]([NH:72][CH3:73])=[CH:67][C:66]=1[O:74][CH2:75][CH2:76][CH2:77][N:78]1[CH2:83][CH2:82][C:81]([CH2:85][C:86]2[CH:91]=[CH:90][C:89]([F:92])=[CH:88][CH:87]=2)([OH:84])[C:80]([CH3:94])([CH3:93])[CH2:79]1.CN, predict the reaction product. The product is: [Cl:10][C:8]1[C:7]([N:11]([CH3:13])[CH3:12])=[CH:6][C:5]([O:14][CH2:15][CH2:16][CH2:17][N:18]2[CH2:23][CH2:22][C:21]([CH2:25][C:26]3[CH:31]=[CH:30][C:29]([F:32])=[CH:28][CH:27]=3)([OH:24])[C:20]([CH3:33])([CH3:34])[CH2:19]2)=[C:4]([CH:9]=1)[C:3]([NH:45][CH3:44])=[O:35].[Cl:71][C:69]1[C:68]([NH:72][CH3:73])=[CH:67][C:66]([O:74][CH2:75][CH2:76][CH2:77][N:78]2[CH2:83][CH2:82][C:81]([CH2:85][C:86]3[CH:91]=[CH:90][C:89]([F:92])=[CH:88][CH:87]=3)([OH:84])[C:80]([CH3:93])([CH3:94])[CH2:79]2)=[C:65]([CH:70]=1)[C:64]([NH:11][CH3:7])=[O:95]. (9) Given the reactants C(OC([N:8]1[CH2:13][CH2:12][N:11]([C:14]2[C:19]([CH3:20])=[CH:18][C:17]([CH:21]3[CH2:23][CH2:22]3)=[CH:16][N:15]=2)[CH2:10][CH2:9]1)=O)(C)(C)C.[ClH:24].C(OCC)(=O)C.C(OCC)(=O)C, predict the reaction product. The product is: [ClH:24].[CH:21]1([C:17]2[CH:18]=[C:19]([CH3:20])[C:14]([N:11]3[CH2:10][CH2:9][NH:8][CH2:13][CH2:12]3)=[N:15][CH:16]=2)[CH2:23][CH2:22]1.